Dataset: Peptide-MHC class II binding affinity with 134,281 pairs from IEDB. Task: Regression. Given a peptide amino acid sequence and an MHC pseudo amino acid sequence, predict their binding affinity value. This is MHC class II binding data. (1) The peptide sequence is NLCVERVLDCRTAFK. The MHC is DRB1_0701 with pseudo-sequence DRB1_0701. The binding affinity (normalized) is 0.240. (2) The peptide sequence is DKELYPLASLRSLFG. The MHC is HLA-DQA10201-DQB10202 with pseudo-sequence HLA-DQA10201-DQB10202. The binding affinity (normalized) is 0.246. (3) The peptide sequence is EKKYFAATQFEPLAV. The MHC is HLA-DPA10201-DPB10101 with pseudo-sequence HLA-DPA10201-DPB10101. The binding affinity (normalized) is 0.846.